Predict the reactants needed to synthesize the given product. From a dataset of Full USPTO retrosynthesis dataset with 1.9M reactions from patents (1976-2016). (1) Given the product [NH2:11][C:10]1[C:9]([C:13]([OH:14])=[O:16])=[C:8]2[C:4]([CH:5]=[N:6][NH:7]2)=[CH:3][C:2]=1[CH3:1], predict the reactants needed to synthesize it. The reactants are: [CH3:1][C:2]1[CH:3]=[C:4]2[C:8](=[C:9]3[C:13](=[O:14])C(=O)[NH:11][C:10]=13)[NH:7][N:6]=[CH:5]2.[OH:16]O.Cl. (2) Given the product [CH2:16]([O:8][C:5]1[CH:6]=[CH:7][C:2]([Br:1])=[C:3]([CH3:9])[CH:4]=1)[C:17]1[CH:22]=[CH:21][CH:20]=[CH:19][CH:18]=1, predict the reactants needed to synthesize it. The reactants are: [Br:1][C:2]1[CH:7]=[CH:6][C:5]([OH:8])=[CH:4][C:3]=1[CH3:9].C(=O)([O-])[O-].[K+].[K+].[CH2:16](Br)[C:17]1[CH:22]=[CH:21][CH:20]=[CH:19][CH:18]=1.O. (3) The reactants are: Br[C:2]1[CH:14]=[N:13][C:12]2[C:11]3[CH:10]=[CH:9][C:8]([C:15]4([O:19][Si:20]([C:23]([CH3:26])([CH3:25])[CH3:24])([CH3:22])[CH3:21])[CH2:18][O:17][CH2:16]4)=[CH:7][C:6]=3[NH:5][C:4]=2[CH:3]=1.[CH3:27][C:28]1[C:32](B(O)O)=[C:31]([CH3:36])[O:30][N:29]=1.P([O-])([O-])([O-])=O.[K+].[K+].[K+]. Given the product [Si:20]([O:19][C:15]1([C:8]2[CH:9]=[CH:10][C:11]3[C:12]4[N:13]=[CH:14][C:2]([C:32]5[C:28]([CH3:27])=[N:29][O:30][C:31]=5[CH3:36])=[CH:3][C:4]=4[NH:5][C:6]=3[CH:7]=2)[CH2:18][O:17][CH2:16]1)([C:23]([CH3:25])([CH3:24])[CH3:26])([CH3:22])[CH3:21], predict the reactants needed to synthesize it.